From a dataset of Reaction yield outcomes from USPTO patents with 853,638 reactions. Predict the reaction yield, written as a fraction of the theoretical maximum amount of product (1.0 means a 100% yield; for example, 0.34 means a 34% yield). (1) The reactants are C(OC(=O)[NH:7][C:8]1[O:9][CH2:10][C:11]([F:35])([F:34])[C@:12]([C:15]2[C:20]([F:21])=[CH:19][CH:18]=[C:17]([NH:22][C:23]([C:25]3[C:30]([CH3:31])=[CH:29][C:28]([C:32]#[N:33])=[CH:27][N:26]=3)=[O:24])[N:16]=2)([CH3:14])[N:13]=1)(C)(C)C.C(O)(C(F)(F)F)=O. The catalyst is ClCCl. The product is [NH2:7][C:8]1[O:9][CH2:10][C:11]([F:34])([F:35])[C@:12]([C:15]2[N:16]=[C:17]([NH:22][C:23]([C:25]3[C:30]([CH3:31])=[CH:29][C:28]([C:32]#[N:33])=[CH:27][N:26]=3)=[O:24])[CH:18]=[CH:19][C:20]=2[F:21])([CH3:14])[N:13]=1. The yield is 0.800. (2) The catalyst is C1COCC1. The yield is 0.665. The reactants are [NH2:1][C:2]1[S:3][C:4]2[CH:10]=[C:9]([NH:11][C:12]([NH:14]C(=O)C3C=CC=CC=3)=[S:13])[CH:8]=[CH:7][C:5]=2[N:6]=1.[OH-].[Na+]. The product is [NH2:1][C:2]1[S:3][C:4]2[CH:10]=[C:9]([NH:11][C:12]([NH2:14])=[S:13])[CH:8]=[CH:7][C:5]=2[N:6]=1. (3) No catalyst specified. The reactants are [Cl-].[CH3:2][O:3][CH2:4][P+](C1C=CC=CC=1)(C1C=CC=CC=1)C1C=CC=CC=1.[CH3:24][C:25]([CH3:28])([O-])[CH3:26].[K+].C[C:31]1[CH:32]=CC=[C:35]2[C:39]=1[NH:38][N:37]=[C:36]2C=O. The product is [CH3:2][O:3][CH:4]=[CH:24][C:25]1[CH:28]=[C:35]2[C:39](=[C:31]([CH3:32])[CH:26]=1)[NH:38][N:37]=[CH:36]2. The yield is 0.940. (4) The reactants are [Br:1][C:2]1[C:3](F)=[C:4]2[C:10]([NH:11][C:12]([CH:14]3[CH2:16][CH2:15]3)=[O:13])=[CH:9][NH:8][C:5]2=[N:6][CH:7]=1.[NH:18]1[CH2:23][CH2:22][CH2:21][C@@H:20]([NH:24][C:25](=[O:31])[O:26][C:27]([CH3:30])([CH3:29])[CH3:28])[CH2:19]1. No catalyst specified. The product is [Br:1][C:2]1[C:3]([N:18]2[CH2:23][CH2:22][CH2:21][C@@H:20]([NH:24][C:25](=[O:31])[O:26][C:27]([CH3:29])([CH3:28])[CH3:30])[CH2:19]2)=[C:4]2[C:10]([NH:11][C:12]([CH:14]3[CH2:16][CH2:15]3)=[O:13])=[CH:9][NH:8][C:5]2=[N:6][CH:7]=1. The yield is 0.470.